This data is from hERG potassium channel inhibition data for cardiac toxicity prediction from Karim et al.. The task is: Regression/Classification. Given a drug SMILES string, predict its toxicity properties. Task type varies by dataset: regression for continuous values (e.g., LD50, hERG inhibition percentage) or binary classification for toxic/non-toxic outcomes (e.g., AMES mutagenicity, cardiotoxicity, hepatotoxicity). Dataset: herg_karim. (1) The result is 1 (blocker). The molecule is Cc1c(C(=O)NCCCN2CCN(c3cccc(Cl)c3Cl)CC2)cc(-c2ccccn2)n1C.Cl.Cl.Cl.Cl. (2) The molecule is COCCS(=O)(=O)N1CCN(c2ccc(Nc3nccc(-c4cnc(C)n4C(C)C)n3)cc2)CC1. The result is 1 (blocker). (3) The compound is Clc1c(OCCNCc2cccs2)ccc2ccccc12. The result is 1 (blocker). (4) The drug is Cc1ccc([C@@H]2CN(C(=O)[C@H]3CC[C@H](CN)CC3)C[C@H]2c2ccc(C#N)cc2)cc1. The result is 0 (non-blocker). (5) The compound is O=P(c1ccccc1)(c1ccccc1)N(Cc1ccccn1)Cc1ccccn1. The result is 0 (non-blocker). (6) The compound is Cc1ccc2c(-c3nnc(SCCCN4CCc5cc6nc(C(C)(C)C)oc6cc5CC4)n3C)cccc2n1. The result is 1 (blocker). (7) The molecule is N#Cc1cccc(S(=O)(=O)NCCN2CC3CN(CCOc4ccc(C#N)cc4F)CC(C2)O3)c1. The result is 0 (non-blocker). (8) The molecule is Cc1nn(-c2c(Cl)cccc2NS(C)(=O)=O)cc1CN1CCC2(CC1)OCc1ccccc12. The result is 0 (non-blocker). (9) The drug is Cn1c(=O)c(-c2c(Cl)cccc2Cl)cc2cnc(Nc3cccc(C(=O)O)c3)nc21. The result is 0 (non-blocker).